Dataset: Full USPTO retrosynthesis dataset with 1.9M reactions from patents (1976-2016). Task: Predict the reactants needed to synthesize the given product. (1) Given the product [CH:22]1([CH2:21][N:18]2[CH2:19][CH2:20][N:15]([C@@H:12]3[CH2:13][CH2:14][C@H:9]([NH2:8])[CH2:10][CH2:11]3)[CH2:16][CH2:17]2)[CH2:23][CH2:24]1, predict the reactants needed to synthesize it. The reactants are: C([N:8](CC1C=CC=CC=1)[C@H:9]1[CH2:14][CH2:13][C@@H:12]([N:15]2[CH2:20][CH2:19][N:18]([CH2:21][CH:22]3[CH2:24][CH2:23]3)[CH2:17][CH2:16]2)[CH2:11][CH2:10]1)C1C=CC=CC=1.C(O)(=O)C.[H][H].[O-2].[Al+3].[O-2].[O-2].[Al+3]. (2) Given the product [Br:1][C:2]1[CH:30]=[CH:29][CH:28]=[CH:27][C:3]=1[CH2:4][C:5]1[O:6][C:7]([CH3:26])=[C:8]([CH3:25])[C:9]=1[C:10]([C:12]1[CH:17]=[C:16]([CH:18]([CH3:19])[CH3:20])[C:15]([O:21][S:32]([C:35]2[CH:43]=[CH:42][C:38]([C:39]([OH:41])=[O:40])=[C:37]([OH:44])[CH:36]=2)(=[O:34])=[O:33])=[C:14]([CH:22]([CH3:23])[CH3:24])[CH:13]=1)=[O:11], predict the reactants needed to synthesize it. The reactants are: [Br:1][C:2]1[CH:30]=[CH:29][CH:28]=[CH:27][C:3]=1[CH2:4][C:5]1[O:6][C:7]([CH3:26])=[C:8]([CH3:25])[C:9]=1[C:10]([C:12]1[CH:17]=[C:16]([CH:18]([CH3:20])[CH3:19])[C:15]([OH:21])=[C:14]([CH:22]([CH3:24])[CH3:23])[CH:13]=1)=[O:11].Cl[S:32]([C:35]1[CH:43]=[CH:42][C:38]([C:39]([OH:41])=[O:40])=[C:37]([OH:44])[CH:36]=1)(=[O:34])=[O:33]. (3) The reactants are: [NH2:1][C:2]1[C:7]([NH2:8])=[C:6]([C:9]2[CH:27]=[CH:26][C:12]([CH2:13][NH:14][C:15]([C:17]3[O:21][N:20]=[C:19]([C:22]([CH3:25])([CH3:24])[CH3:23])[N:18]=3)=[O:16])=[C:11]([F:28])[CH:10]=2)[CH:5]=[CH:4][N:3]=1.[CH3:29][N:30]([CH3:39])[C:31]1[CH:32]=[CH:33][C:34]([CH:37]=O)=[N:35][CH:36]=1. Given the product [C:22]([C:19]1[N:18]=[C:17]([C:15]([NH:14][CH2:13][C:12]2[CH:26]=[CH:27][C:9]([C:6]3[CH:5]=[CH:4][N:3]=[C:2]4[NH:1][C:37]([C:34]5[CH:33]=[CH:32][C:31]([N:30]([CH3:39])[CH3:29])=[CH:36][N:35]=5)=[N:8][C:7]=34)=[CH:10][C:11]=2[F:28])=[O:16])[O:21][N:20]=1)([CH3:23])([CH3:24])[CH3:25], predict the reactants needed to synthesize it. (4) Given the product [CH3:1][N:2]1[C:6]([NH:7][C:35]([N:32]2[CH2:31][CH2:30][C:28]3([O:27][CH2:26][C@@H:25]([C:21]4[CH:20]=[C:19]([C:16]5[CH:17]=[CH:18][C:13]([O:12][C:11]([F:10])([F:47])[F:48])=[CH:14][CH:15]=5)[CH:24]=[CH:23][CH:22]=4)[CH2:29]3)[CH2:34][CH2:33]2)=[O:36])=[N:5][N:4]=[N:3]1, predict the reactants needed to synthesize it. The reactants are: [CH3:1][N:2]1[C:6]([NH2:7])=[N:5][N:4]=[N:3]1.[H-].[Na+].[F:10][C:11]([F:48])([F:47])[O:12][C:13]1[CH:18]=[CH:17][C:16]([C:19]2[CH:24]=[CH:23][CH:22]=[C:21]([C@H:25]3[CH2:29][C:28]4([CH2:34][CH2:33][N:32]([C:35](OC5C=CC([N+]([O-])=O)=CC=5)=[O:36])[CH2:31][CH2:30]4)[O:27][CH2:26]3)[CH:20]=2)=[CH:15][CH:14]=1.CN1C(N)=NN=N1.[Na]. (5) The reactants are: Br[C:2]1[N:7]=[CH:6][C:5]([NH:8][CH:9]2[CH2:14][CH2:13][N:12]([C:15]([O:17][C:18]([CH3:21])([CH3:20])[CH3:19])=[O:16])[CH2:11][CH2:10]2)=[CH:4][CH:3]=1.[CH3:22][S:23]([C:26]1[CH:27]=[C:28]2[C:32](=[CH:33][CH:34]=1)[NH:31][CH:30]=[CH:29]2)(=[O:25])=[O:24]. Given the product [CH3:22][S:23]([C:26]1[CH:27]=[C:28]2[C:32](=[CH:33][CH:34]=1)[N:31]([C:2]1[N:7]=[CH:6][C:5]([NH:8][CH:9]3[CH2:14][CH2:13][N:12]([C:15]([O:17][C:18]([CH3:21])([CH3:20])[CH3:19])=[O:16])[CH2:11][CH2:10]3)=[CH:4][CH:3]=1)[CH:30]=[CH:29]2)(=[O:25])=[O:24], predict the reactants needed to synthesize it. (6) Given the product [OH:38][CH:33]1[CH2:34][CH2:35][CH2:36][CH2:37][CH:32]1[NH:31][C:3]([C:4]1[CH:10]=[C:11]([C:13]2[CH:18]=[CH:17][CH:16]=[CH:15][C:14]=2[O:19][C:20]([F:23])([F:22])[F:21])[N:30]([CH2:24][C@H:25]2[CH2:26][CH2:27][CH2:28][O:29]2)[C:5]=1[CH3:6])=[O:8], predict the reactants needed to synthesize it. The reactants are: CO[C:3](=[O:8])[CH2:4][C:5](=O)[CH3:6].Br[CH2:10][C:11]([C:13]1[CH:18]=[CH:17][CH:16]=[CH:15][C:14]=1[O:19][C:20]([F:23])([F:22])[F:21])=O.[CH2:24]([NH2:30])[C@@H:25]1[O:29][CH2:28][CH2:27][CH2:26]1.[NH2:31][C@@H:32]1[CH2:37][CH2:36][CH2:35][CH2:34][C@H:33]1[OH:38]. (7) Given the product [OH:9][C@H:3]1[CH2:4][O:5][C@@H:6]([CH3:8])[CH2:7][C@@H:2]1[NH:1][C:17](=[O:18])[O:19][C:20]([CH3:23])([CH3:22])[CH3:21], predict the reactants needed to synthesize it. The reactants are: [NH2:1][C@H:2]1[CH2:7][C@H:6]([CH3:8])[O:5][CH2:4][C@@H:3]1[OH:9].C(N(CC)CC)C.[C:17](O[C:17]([O:19][C:20]([CH3:23])([CH3:22])[CH3:21])=[O:18])([O:19][C:20]([CH3:23])([CH3:22])[CH3:21])=[O:18].